From a dataset of Forward reaction prediction with 1.9M reactions from USPTO patents (1976-2016). Predict the product of the given reaction. (1) The product is: [OH:1][C:2]1[CH:10]=[CH:9][CH:8]=[C:7]([OH:11])[C:3]=1[C:4]([O:6][CH3:12])=[O:5]. Given the reactants [OH:1][C:2]1[CH:10]=[CH:9][CH:8]=[C:7]([OH:11])[C:3]=1[C:4]([OH:6])=[O:5].[CH3:12]I, predict the reaction product. (2) Given the reactants C([NH:5][S:6]([C:9]1[CH:10]=[C:11]([C:15]2[CH:20]=[CH:19][CH:18]=[C:17]([C:21]3[N:26]=[C:25]([C:27]4[CH:32]=[CH:31][C:30]([C:33]([F:36])([F:35])[F:34])=[C:29]([O:37][CH2:38][C:39]([F:42])([F:41])[F:40])[CH:28]=4)[CH:24]=[C:23]([C:43]([F:46])([F:45])[F:44])[N:22]=3)[CH:16]=2)[CH:12]=[CH:13][CH:14]=1)(=[O:8])=[O:7])(C)(C)C.C(O)(C(F)(F)F)=O, predict the reaction product. The product is: [F:42][C:39]([F:40])([F:41])[CH2:38][O:37][C:29]1[CH:28]=[C:27]([C:25]2[CH:24]=[C:23]([C:43]([F:45])([F:46])[F:44])[N:22]=[C:21]([C:17]3[CH:16]=[C:15]([C:11]4[CH:12]=[CH:13][CH:14]=[C:9]([S:6]([NH2:5])(=[O:8])=[O:7])[CH:10]=4)[CH:20]=[CH:19][CH:18]=3)[N:26]=2)[CH:32]=[CH:31][C:30]=1[C:33]([F:34])([F:35])[F:36]. (3) Given the reactants [O-:1][P:2]([O-:5])([O-:4])=[O:3].[O-:6][P:7]([O-:10])([O-:9])=[O:8].[O-]P([O-])([O-])=O.[F-].[Ca+2:17].[Ca+2].[Ca+2].[Ca+2].[Ca+2].P(=O)(O)(O)O, predict the reaction product. The product is: [P:2]([O-:5])([O-:4])([O-:3])=[O:1].[Ca+2:17].[P:7]([O-:10])([O-:9])([O-:8])=[O:6].[Ca+2:17].[Ca+2:17]. (4) Given the reactants [CH3:1][N:2]1[CH2:7][CH2:6][CH:5]([C:8]([O:10]C)=O)[CH2:4][CH2:3]1.O.[NH2:13][NH2:14], predict the reaction product. The product is: [CH3:1][N:2]1[CH2:7][CH2:6][CH:5]([C:8]([NH:13][NH2:14])=[O:10])[CH2:4][CH2:3]1. (5) Given the reactants [Cl:1][C:2]1[C:3]([NH:21][C:22]2[CH:27]=[CH:26][CH:25]=[C:24]([N+:28]([O-])=O)[CH:23]=2)=[N:4][C:5]([NH:8][C:9]2[CH:10]=[N:11][N:12]([CH:14]3[CH2:19][CH2:18][N:17]([CH3:20])[CH2:16][CH2:15]3)[CH:13]=2)=[N:6][CH:7]=1, predict the reaction product. The product is: [NH2:28][C:24]1[CH:23]=[C:22]([NH:21][C:3]2[C:2]([Cl:1])=[CH:7][N:6]=[C:5]([NH:8][C:9]3[CH:10]=[N:11][N:12]([CH:14]4[CH2:19][CH2:18][N:17]([CH3:20])[CH2:16][CH2:15]4)[CH:13]=3)[N:4]=2)[CH:27]=[CH:26][CH:25]=1. (6) Given the reactants [CH:1]1([C:4]2[N:8]([CH2:9][C:10]3[C:15]([F:16])=[CH:14][C:13]([O:17][CH2:18][CH3:19])=[CH:12][C:11]=3[F:20])[N:7]=[C:6]([C:21]3[N:26]=[C:25]([NH2:27])[C:24]([NH2:28])=[C:23]([NH2:29])[N:22]=3)[C:5]=2[CH3:30])[CH2:3][CH2:2]1.C(N(CC)CC)C.[F:38][C:39]([F:45])([F:44])[S:40](Cl)(=[O:42])=[O:41], predict the reaction product. The product is: [NH2:29][C:23]1[C:24]([NH:28][S:40]([C:39]([F:45])([F:44])[F:38])(=[O:42])=[O:41])=[C:25]([NH2:27])[N:26]=[C:21]([C:6]2[C:5]([CH3:30])=[C:4]([CH:1]3[CH2:3][CH2:2]3)[N:8]([CH2:9][C:10]3[C:15]([F:16])=[CH:14][C:13]([O:17][CH2:18][CH3:19])=[CH:12][C:11]=3[F:20])[N:7]=2)[N:22]=1.